This data is from Peptide-MHC class I binding affinity with 185,985 pairs from IEDB/IMGT. The task is: Regression. Given a peptide amino acid sequence and an MHC pseudo amino acid sequence, predict their binding affinity value. This is MHC class I binding data. (1) The peptide sequence is RVRLSMLTV. The MHC is HLA-B27:05 with pseudo-sequence HLA-B27:05. The binding affinity (normalized) is 0.164. (2) The peptide sequence is EEAARCMRSL. The MHC is HLA-B44:03 with pseudo-sequence HLA-B44:03. The binding affinity (normalized) is 0.445. (3) The peptide sequence is CHIRQIINT. The MHC is Mamu-A20102 with pseudo-sequence Mamu-A20102. The binding affinity (normalized) is 0.446.